Predict the product of the given reaction. From a dataset of Forward reaction prediction with 1.9M reactions from USPTO patents (1976-2016). (1) Given the reactants Br[C:2]1[S:16][C:5]2[O:6][C:7]3[CH:15]=[CH:14][CH:13]=[CH:12][C:8]=3[NH:9][C:10](=[O:11])[C:4]=2[CH:3]=1.B([O-])([O-])O[C:19]1[CH:24]=[CH:23][CH:22]=[CH:21][CH:20]=1.C(OC(C)C)(C)C.C(OCC)(=O)C, predict the reaction product. The product is: [C:19]1([C:2]2[S:16][C:5]3[O:6][C:7]4[CH:15]=[CH:14][CH:13]=[CH:12][C:8]=4[NH:9][C:10](=[O:11])[C:4]=3[CH:3]=2)[CH:24]=[CH:23][CH:22]=[CH:21][CH:20]=1. (2) Given the reactants C([NH:4][C:5]([NH2:7])=[NH:6])(=O)C.N1CCCC1.CCO.[Br:16][C:17]1[CH:22]=[C:21]([F:23])[CH:20]=[CH:19][C:18]=1[C@@H:24]1[NH:29][C:28](=[O:30])/[C:27](=[C:31](/O)\[CH3:32])/[C:26](=O)[CH2:25]1, predict the reaction product. The product is: [NH2:7][C:5]1[N:4]=[C:31]([CH3:32])[C:27]2[C:28](=[O:30])[NH:29][C@@H:24]([C:18]3[CH:19]=[CH:20][C:21]([F:23])=[CH:22][C:17]=3[Br:16])[CH2:25][C:26]=2[N:6]=1. (3) Given the reactants C1(C(=[N:14][C:15]2[N:16]=[CH:17][C:18]([N:21]3[CH2:26][CH2:25][N:24]([C:27]([O:29][C:30]([CH3:33])([CH3:32])[CH3:31])=[O:28])[CH2:23][C@@H:22]3[CH3:34])=[N:19][CH:20]=2)C2C=CC=CC=2)C=CC=CC=1.C([O-])(=O)C.[Na+].Cl.NO, predict the reaction product. The product is: [NH2:14][C:15]1[N:16]=[CH:17][C:18]([N:21]2[CH2:26][CH2:25][N:24]([C:27]([O:29][C:30]([CH3:33])([CH3:32])[CH3:31])=[O:28])[CH2:23][C@@H:22]2[CH3:34])=[N:19][CH:20]=1. (4) Given the reactants [NH2:1][C:2]1[CH:3]=[C:4]2[C:10]([C:11]3[C:16]([C:17]#[N:18])=[CH:15][N:14]=[C:13]([NH:19][CH:20]([CH3:22])[CH3:21])[N:12]=3)=[CH:9][N:8]([S:23]([C:26]3[CH:32]=[CH:31][C:29]([CH3:30])=[CH:28][CH:27]=3)(=[O:25])=[O:24])[C:5]2=[N:6][CH:7]=1.[C:33]1(B(O)O)[CH:38]=[CH:37][CH:36]=[CH:35][CH:34]=1.N1C=CC=CC=1, predict the reaction product. The product is: [CH:20]([NH:19][C:13]1[N:12]=[C:11]([C:10]2[C:4]3[C:5](=[N:6][CH:7]=[C:2]([NH:1][C:33]4[CH:38]=[CH:37][CH:36]=[CH:35][CH:34]=4)[CH:3]=3)[N:8]([S:23]([C:26]3[CH:27]=[CH:28][C:29]([CH3:30])=[CH:31][CH:32]=3)(=[O:24])=[O:25])[CH:9]=2)[C:16]([C:17]#[N:18])=[CH:15][N:14]=1)([CH3:21])[CH3:22]. (5) Given the reactants [OH:1][CH2:2][C@@H:3]1[O:8][CH2:7][CH2:6][N:5]([C:9]([O:11][C:12]([CH3:15])([CH3:14])[CH3:13])=[O:10])[CH2:4]1.[Br-].[Na+].Cl[O-].[Na+].C(=O)([O-])O.[Na+], predict the reaction product. The product is: [CH:2]([C@@H:3]1[O:8][CH2:7][CH2:6][N:5]([C:9]([O:11][C:12]([CH3:15])([CH3:14])[CH3:13])=[O:10])[CH2:4]1)=[O:1]. (6) Given the reactants C1(P(=[CH:20][C:21]([O:23][CH3:24])=[O:22])(C2C=CC=CC=2)C2C=CC=CC=2)C=CC=CC=1.[Br:25][C:26]1[S:30][C:29]([CH:31]=O)=[CH:28][CH:27]=1.O, predict the reaction product. The product is: [Br:25][C:26]1[S:30][C:29]([CH:31]=[CH:20][C:21]([O:23][CH3:24])=[O:22])=[CH:28][CH:27]=1.